This data is from NCI-60 drug combinations with 297,098 pairs across 59 cell lines. The task is: Regression. Given two drug SMILES strings and cell line genomic features, predict the synergy score measuring deviation from expected non-interaction effect. (1) Drug 1: C1=C(C(=O)NC(=O)N1)F. Drug 2: CC(C)(C#N)C1=CC(=CC(=C1)CN2C=NC=N2)C(C)(C)C#N. Cell line: COLO 205. Synergy scores: CSS=57.9, Synergy_ZIP=-3.79, Synergy_Bliss=-8.90, Synergy_Loewe=-9.75, Synergy_HSA=-9.60. (2) Drug 1: CC1=C2C(C(=O)C3(C(CC4C(C3C(C(C2(C)C)(CC1OC(=O)C(C(C5=CC=CC=C5)NC(=O)C6=CC=CC=C6)O)O)OC(=O)C7=CC=CC=C7)(CO4)OC(=O)C)O)C)OC(=O)C. Drug 2: C1C(C(OC1N2C=NC(=NC2=O)N)CO)O. Cell line: HS 578T. Synergy scores: CSS=37.1, Synergy_ZIP=-6.46, Synergy_Bliss=-9.06, Synergy_Loewe=-29.5, Synergy_HSA=-8.28. (3) Drug 1: CC1=C(N=C(N=C1N)C(CC(=O)N)NCC(C(=O)N)N)C(=O)NC(C(C2=CN=CN2)OC3C(C(C(C(O3)CO)O)O)OC4C(C(C(C(O4)CO)O)OC(=O)N)O)C(=O)NC(C)C(C(C)C(=O)NC(C(C)O)C(=O)NCCC5=NC(=CS5)C6=NC(=CS6)C(=O)NCCC[S+](C)C)O. Drug 2: CC(C)CN1C=NC2=C1C3=CC=CC=C3N=C2N. Cell line: MDA-MB-231. Synergy scores: CSS=33.9, Synergy_ZIP=1.92, Synergy_Bliss=3.11, Synergy_Loewe=1.78, Synergy_HSA=3.47. (4) Drug 1: CC1=C(C(=O)C2=C(C1=O)N3CC4C(C3(C2COC(=O)N)OC)N4)N. Drug 2: C1CC(C1)(C2=CC=C(C=C2)C3=C(C=C4C(=N3)C=CN5C4=NNC5=O)C6=CC=CC=C6)N. Cell line: HT29. Synergy scores: CSS=67.5, Synergy_ZIP=9.50, Synergy_Bliss=9.35, Synergy_Loewe=17.6, Synergy_HSA=19.7.